Dataset: Catalyst prediction with 721,799 reactions and 888 catalyst types from USPTO. Task: Predict which catalyst facilitates the given reaction. (1) Reactant: [ClH:1].Cl.[CH2:3]([NH:11][CH2:12][C@H:13]([NH:15][S:16]([C:19]1[CH:20]=[C:21]2[C:26](=[CH:27][CH:28]=1)[CH:25]=[N:24][CH:23]=[CH:22]2)(=[O:18])=[O:17])[CH3:14])[CH2:4][C:5]1[CH:10]=[CH:9][CH:8]=[CH:7][CH:6]=1.C(OC([NH:36][CH2:37][C:38](O)=[O:39])=O)(C)(C)C.Cl.C(N=C=NCCCN(C)C)C. Product: [ClH:1].[NH2:36][CH2:37][C:38]([N:11]([CH2:12][C@H:13]([NH:15][S:16]([C:19]1[CH:20]=[C:21]2[C:26](=[CH:27][CH:28]=1)[CH:25]=[N:24][CH:23]=[CH:22]2)(=[O:18])=[O:17])[CH3:14])[CH2:3][CH2:4][C:5]1[CH:10]=[CH:9][CH:8]=[CH:7][CH:6]=1)=[O:39]. The catalyst class is: 4. (2) Reactant: [Br:1][C:2]1[CH:3]=[C:4]([C:12](OC)=[O:13])[C:5]2[C:10]([CH:11]=1)=[CH:9][CH:8]=[CH:7][CH:6]=2.[H-].C([Al+]CC(C)C)C(C)C. Product: [Br:1][C:2]1[CH:3]=[C:4]([CH2:12][OH:13])[C:5]2[C:10]([CH:11]=1)=[CH:9][CH:8]=[CH:7][CH:6]=2. The catalyst class is: 207. (3) Reactant: [C:1]1([C@@H:7]([NH:10][C:11]([C:13]2[C:14]3[CH:15]=[CH:16][NH:17][C:18]=3[CH:19]=[CH:20][CH:21]=2)=[O:12])[CH2:8][CH3:9])[CH:6]=[CH:5][CH:4]=[CH:3][CH:2]=1.[NH2:22][C:23]1[N:28]=[C:27](Cl)[CH:26]=[CH:25][N:24]=1.C(NC1C=C(C=CC=1)CNC(C1C2C=CN(C3C=CN=C(N)N=3)C=2C=CC=1)=O)(=O)C. Product: [NH2:22][C:23]1[N:28]=[C:27]([N:17]2[C:18]3[CH:19]=[CH:20][CH:21]=[C:13]([C:11]([NH:10][C@H:7]([C:1]4[CH:2]=[CH:3][CH:4]=[CH:5][CH:6]=4)[CH2:8][CH3:9])=[O:12])[C:14]=3[CH:15]=[CH:16]2)[CH:26]=[CH:25][N:24]=1. The catalyst class is: 6. (4) Reactant: [CH2:1]([N:8]1[CH:13]=[CH:12][C:11](O)=[C:10]([Br:15])[C:9]1=[O:16])[C:2]1[CH:7]=[CH:6][CH:5]=[CH:4][CH:3]=1.[CH2:17](N1C=CC(O)=CC1=O)[C:18]1[CH:23]=[CH:22][CH:21]=[CH:20][CH:19]=1.[CH2:32]1C(=O)N(Br)C(=O)C1. Product: [CH2:1]([N:8]1[CH:13]=[CH:12][C:11]([CH2:32][CH2:17][C:18]2[CH:19]=[CH:20][CH:21]=[CH:22][CH:23]=2)=[C:10]([Br:15])[C:9]1=[O:16])[C:2]1[CH:7]=[CH:6][CH:5]=[CH:4][CH:3]=1. The catalyst class is: 4. (5) Reactant: [C:1]([O:5][C:6]([N:8]1[CH2:12][CH2:11][CH2:10][C@H:9]1[CH2:13]OS(C1C=CC(C)=CC=1)(=O)=O)=[O:7])([CH3:4])([CH3:3])[CH3:2].C([BH-](CC)CC)C.[Li+]. Product: [C:1]([O:5][C:6]([N:8]1[CH2:12][CH2:11][CH2:10][C@@H:9]1[CH3:13])=[O:7])([CH3:4])([CH3:2])[CH3:3]. The catalyst class is: 1. (6) Reactant: [Br:1][C:2]1[CH:3]=[C:4]([NH2:8])[CH:5]=[N:6][CH:7]=1.[H-].[Na+].CS(O[CH:16]([C:18]1[CH:27]=[CH:26][C:25]2[C:20](=[CH:21][CH:22]=[CH:23][CH:24]=2)[CH:19]=1)[CH3:17])(=O)=O. Product: [Br:1][C:2]1[CH:3]=[C:4]([NH:8][CH:16]([C:18]2[CH:27]=[CH:26][C:25]3[C:20](=[CH:21][CH:22]=[CH:23][CH:24]=3)[CH:19]=2)[CH3:17])[CH:5]=[N:6][CH:7]=1. The catalyst class is: 30. (7) Reactant: P(Cl)(Cl)(Cl)=O.[Br:6][C:7]1[CH:8]=[C:9]([CH:13]=[C:14]([Br:17])[C:15]=1[Cl:16])[C:10]([NH2:12])=O. Product: [Br:6][C:7]1[CH:8]=[C:9]([CH:13]=[C:14]([Br:17])[C:15]=1[Cl:16])[C:10]#[N:12]. The catalyst class is: 10. (8) Reactant: [CH3:1][C:2]1[C:3]([NH2:18])=[N:4][C:5](=[O:17])[N:6]([CH:16]=1)[C@@H:7]1[O:15][C@H:12]([CH2:13][OH:14])[C@@H:10]([OH:11])[C@H:8]1[OH:9].[C:19](O[C:19](=[O:26])[C:20]1[CH:25]=[CH:24][CH:23]=[CH:22][CH:21]=1)(=[O:26])[C:20]1[CH:25]=[CH:24][CH:23]=[CH:22][CH:21]=1. Product: [C:19]([NH:18][C:3]1[C:2]([CH3:1])=[CH:16][N:6]([C@@H:7]2[O:15][C@H:12]([CH2:13][OH:14])[C@@H:10]([OH:11])[C@H:8]2[OH:9])[C:5](=[O:17])[N:4]=1)(=[O:26])[C:20]1[CH:25]=[CH:24][CH:23]=[CH:22][CH:21]=1. The catalyst class is: 3. (9) Reactant: [CH2:1]([O:8][C:9]1[CH:10]=[C:11]([CH:30]=[CH:31][CH:32]=1)[CH2:12][C@H:13]([CH:27]([CH3:29])[CH3:28])[CH2:14][C@H:15]([NH:19][C:20](=[O:26])[O:21][C:22]([CH3:25])([CH3:24])[CH3:23])[C@@H:16]1[CH2:18][O:17]1)[C:2]1[CH:7]=[CH:6][CH:5]=[CH:4][CH:3]=1.[NH4+:33].[OH-]. Product: [CH2:1]([O:8][C:9]1[CH:10]=[C:11]([CH:30]=[CH:31][CH:32]=1)[CH2:12][C@H:13]([CH:27]([CH3:29])[CH3:28])[CH2:14][C@H:15]([NH:19][C:20](=[O:26])[O:21][C:22]([CH3:25])([CH3:24])[CH3:23])[C@@H:16]([OH:17])[CH2:18][NH2:33])[C:2]1[CH:7]=[CH:6][CH:5]=[CH:4][CH:3]=1. The catalyst class is: 5. (10) Reactant: [C:1]([C:5]1[CH:6]=[C:7]([P:17]([C:25]2[CH:30]=[C:29]([C:31]([CH3:34])([CH3:33])[CH3:32])[C:28]([O:35][CH3:36])=[C:27]([C:37]([CH3:40])([CH3:39])[CH3:38])[CH:26]=2)[C:18]2[CH:23]=[CH:22][CH:21]=[CH:20][C:19]=2Br)[CH:8]=[C:9]([C:13]([CH3:16])([CH3:15])[CH3:14])[C:10]=1[O:11][CH3:12])([CH3:4])([CH3:3])[CH3:2].Cl[P:42]([O:46][CH2:47][CH3:48])[O:43][CH2:44][CH3:45]. Product: [C:1]([C:5]1[CH:6]=[C:7]([P:17]([C:25]2[CH:30]=[C:29]([C:31]([CH3:34])([CH3:33])[CH3:32])[C:28]([O:35][CH3:36])=[C:27]([C:37]([CH3:40])([CH3:39])[CH3:38])[CH:26]=2)[C:18]2[CH:23]=[CH:22][CH:21]=[CH:20][C:19]=2[P:42]([O:46][CH2:47][CH3:48])[O:43][CH2:44][CH3:45])[CH:8]=[C:9]([C:13]([CH3:16])([CH3:15])[CH3:14])[C:10]=1[O:11][CH3:12])([CH3:4])([CH3:3])[CH3:2]. The catalyst class is: 7.